This data is from Full USPTO retrosynthesis dataset with 1.9M reactions from patents (1976-2016). The task is: Predict the reactants needed to synthesize the given product. (1) Given the product [C:1]([O:5][C:6]([N:8]1[CH2:14][CH2:13][CH2:12][N:11]([C:15]2[CH:20]=[CH:19][C:18]([NH2:21])=[C:17]([C:24](=[O:33])[NH:25][CH2:26][C:27](=[O:32])[NH:28][CH:29]([CH3:30])[CH3:31])[CH:16]=2)[CH2:10][CH:9]1[CH3:34])=[O:7])([CH3:3])([CH3:2])[CH3:4], predict the reactants needed to synthesize it. The reactants are: [C:1]([O:5][C:6]([N:8]1[CH2:14][CH2:13][CH2:12][N:11]([C:15]2[CH:20]=[CH:19][C:18]([N+:21]([O-])=O)=[C:17]([C:24](=[O:33])[NH:25][CH2:26][C:27](=[O:32])[NH:28][CH:29]([CH3:31])[CH3:30])[CH:16]=2)[CH2:10][CH:9]1[CH3:34])=[O:7])([CH3:4])([CH3:3])[CH3:2]. (2) Given the product [CH2:1]1[C:9]2[C:4](=[CH:5][C:6]([NH:10][C:11]3[C:12](=[O:26])[NH:13][C:14](=[O:25])[C:15]=3[C:16]3[CH:21]=[CH:20][CH:19]=[C:18]([NH:22][C:27](=[O:29])[CH3:28])[CH:17]=3)=[CH:7][CH:8]=2)[CH2:3][CH2:2]1, predict the reactants needed to synthesize it. The reactants are: [CH2:1]1[C:9]2[C:4](=[CH:5][C:6]([NH:10][C:11]3[C:12](=[O:26])[NH:13][C:14](=[O:25])[C:15]=3[C:16]3[CH:21]=[CH:20][CH:19]=[C:18]([N+:22]([O-])=O)[CH:17]=3)=[CH:7][CH:8]=2)[CH2:3][CH2:2]1.[C:27](OC(=O)C)(=[O:29])[CH3:28].C(=O)(O)[O-].[Na+]. (3) Given the product [Cl:15][C:14]1[C:13]2[C:8](=[CH:9][CH:10]=[C:11]([O:16][C:35]3[CH:34]=[CH:33][C:31]4[O:32][C:28]([F:27])([F:40])[O:29][C:30]=4[CH:36]=3)[CH:12]=2)[N:7]([C:17]2[CH:22]=[CH:21][C:20]([O:23][CH:24]([CH3:26])[CH3:25])=[CH:19][CH:18]=2)[C:6]=1[C:4]([OH:3])=[O:5], predict the reactants needed to synthesize it. The reactants are: C([O:3][C:4]([C:6]1[N:7]([C:17]2[CH:22]=[CH:21][C:20]([O:23][CH:24]([CH3:26])[CH3:25])=[CH:19][CH:18]=2)[C:8]2[C:13]([C:14]=1[Cl:15])=[CH:12][C:11]([OH:16])=[CH:10][CH:9]=2)=[O:5])C.[F:27][C:28]1([F:40])[O:32][C:31]2[CH:33]=[CH:34][C:35](B(O)O)=[CH:36][C:30]=2[O:29]1. (4) Given the product [Cl:1][C:2]1[CH:7]=[CH:6][N:5]=[C:4]([C:8]([NH:10][CH3:11])=[O:9])[CH:3]=1.[CH3:11][NH:10][C:8]([C:4]1[CH:3]=[C:2]([O:19][C:16]2[CH:17]=[CH:18][C:13]([NH2:12])=[CH:14][CH:15]=2)[CH:7]=[CH:6][N:5]=1)=[O:9], predict the reactants needed to synthesize it. The reactants are: [Cl:1][C:2]1[CH:7]=[CH:6][N:5]=[C:4]([C:8]([NH:10][CH3:11])=[O:9])[CH:3]=1.[NH2:12][C:13]1[CH:18]=[CH:17][C:16]([OH:19])=[CH:15][CH:14]=1.